This data is from Forward reaction prediction with 1.9M reactions from USPTO patents (1976-2016). The task is: Predict the product of the given reaction. (1) The product is: [CH2:17]([O:24][C:25]1[N:26]=[N:27][C:28]([CH2:39][CH2:40][C:41]2[CH:46]=[CH:45][C:44]([C:47]([F:49])([F:48])[F:50])=[C:43]([Cl:51])[CH:42]=2)=[CH:29][C:30]=1[O:31][CH2:32][C:33]1[CH:34]=[CH:35][CH:36]=[CH:37][CH:38]=1)[C:18]1[CH:23]=[CH:22][CH:21]=[CH:20][CH:19]=1. Given the reactants OC1C(=O)NN=C(CCC2C=CC=CC=2)C=1.[CH2:17]([O:24][C:25]1[N:26]=[N:27][C:28]([C:39]#[C:40][C:41]2[CH:46]=[CH:45][C:44]([C:47]([F:50])([F:49])[F:48])=[C:43]([Cl:51])[CH:42]=2)=[CH:29][C:30]=1[O:31][CH2:32][C:33]1[CH:38]=[CH:37][CH:36]=[CH:35][CH:34]=1)[C:18]1[CH:23]=[CH:22][CH:21]=[CH:20][CH:19]=1, predict the reaction product. (2) Given the reactants [Br:1][C:2]1[CH:15]=[CH:14][C:5]([C:6]([NH:8][CH2:9][Si:10]([CH3:13])([CH3:12])[CH3:11])=[S:7])=[CH:4][C:3]=1[Cl:16].[C:17](=O)([O-])[O-].[K+].[K+].CI, predict the reaction product. The product is: [CH3:17][S:7][C:6](=[N:8][CH2:9][Si:10]([CH3:12])([CH3:13])[CH3:11])[C:5]1[CH:14]=[CH:15][C:2]([Br:1])=[C:3]([Cl:16])[CH:4]=1.